From a dataset of Catalyst prediction with 721,799 reactions and 888 catalyst types from USPTO. Predict which catalyst facilitates the given reaction. (1) Reactant: O[N:2]=[C:3]1[CH2:8][CH2:7][O:6][CH:5]([C:9]2[CH:18]=[CH:17][CH:16]=[CH:15][C:10]=2[C:11]([O:13][CH3:14])=[O:12])[CH2:4]1.CO. Product: [NH2:2][C@@H:3]1[CH2:8][CH2:7][O:6][C@@H:5]([C:9]2[CH:18]=[CH:17][CH:16]=[CH:15][C:10]=2[C:11]([O:13][CH3:14])=[O:12])[CH2:4]1. The catalyst class is: 769. (2) Reactant: [H-].[Na+].C[O:4][CH2:5][C:6]([O:8][CH3:9])=O.[CH3:10][CH:11]([CH3:15])[C:12](=[O:14])[CH3:13]. Product: [CH3:9][O:8][CH2:6][C:5](=[O:4])[CH2:13][C:12](=[O:14])[CH:11]([CH3:15])[CH3:10]. The catalyst class is: 28.